From a dataset of Catalyst prediction with 721,799 reactions and 888 catalyst types from USPTO. Predict which catalyst facilitates the given reaction. (1) Reactant: B(F)(F)F.CCOCC.[CH3:10][N:11]([C:13](F)(F)[CH:14]([F:16])F)C.[F:19][CH:20](F)[C:21](=O)[CH2:22][C:23]([O:25][CH2:26][CH3:27])=[O:24].[N:30]1C=CC=CC=1.CNN. Product: [CH2:26]([O:25][C:23]([C:22]1[C:21]([CH2:20][F:19])=[N:30][N:11]([CH3:10])[C:13]=1[CH2:14][F:16])=[O:24])[CH3:27]. The catalyst class is: 545. (2) Reactant: [F:1][C:2]1[CH:7]=[CH:6][C:5]([CH2:8][C:9]#[C:10][Si:11]([CH3:14])([CH3:13])[CH3:12])=[CH:4][CH:3]=1.CC(C)([O-])C.[K+].[F:21][C:22]1[CH:27]=[CH:26][CH:25]=[C:24]([F:28])[C:23]=1/[CH:29]=[CH:30]/[C:31]([O:33][CH2:34][CH3:35])=[O:32].Cl. Product: [F:1][C:2]1[CH:7]=[CH:6][C:5]([CH2:8][C:9]#[C:10][Si:11]([CH3:13])([CH3:12])[CH3:14])=[CH:4][CH:3]=1.[F:21][C:22]1[CH:27]=[CH:26][CH:25]=[C:24]([F:28])[C:23]=1[CH:29]([CH:8]([C:5]1[CH:6]=[CH:7][C:2]([F:1])=[CH:3][CH:4]=1)[C:9]#[C:10][Si:11]([CH3:12])([CH3:14])[CH3:13])[CH2:30][C:31]([O:33][CH2:34][CH3:35])=[O:32].[F:21][C:22]1[CH:27]=[CH:26][CH:25]=[C:24]([F:28])[C:23]=1[CH:29]([CH:8]([C:5]1[CH:6]=[CH:7][C:2]([F:1])=[CH:3][CH:4]=1)[C:9]#[CH:10])[CH2:30][C:31]([O:33][CH2:34][CH3:35])=[O:32]. The catalyst class is: 49. (3) Reactant: O=C1[N:6]([C:7]([O:9][C:10]([CH3:13])([CH3:12])[CH3:11])=[O:8])[CH:5]([CH2:14][C:15]2[CH:20]=[CH:19][CH:18]=[C:17]([O:21][C:22]([F:27])([F:26])[CH:23]([F:25])[F:24])[CH:16]=2)[CH:4]([C:28]2[N:29]=[C:30]([C:33]3[CH:38]=[CH:37][CH:36]=[CH:35][CH:34]=3)[S:31][CH:32]=2)[O:3]1.[OH-].[Na+]. Product: [OH:3][CH:4]([C:28]1[N:29]=[C:30]([C:33]2[CH:34]=[CH:35][CH:36]=[CH:37][CH:38]=2)[S:31][CH:32]=1)[CH:5]([NH:6][C:7](=[O:8])[O:9][C:10]([CH3:13])([CH3:12])[CH3:11])[CH2:14][C:15]1[CH:20]=[CH:19][CH:18]=[C:17]([O:21][C:22]([F:26])([F:27])[CH:23]([F:24])[F:25])[CH:16]=1. The catalyst class is: 24. (4) Reactant: Cl[C:2]1[CH:3]=[CH:4][C:5]2[C:15]3[C:10](=[CH:11][N:12]=[C:13]([CH3:16])[CH:14]=3)[CH2:9][O:8][C:6]=2[CH:7]=1.[C:17]([O:21][C:22](=[O:31])[NH:23][C@@H:24]([CH2:27][CH:28]([CH3:30])[CH3:29])[CH2:25][OH:26])([CH3:20])([CH3:19])[CH3:18].C([O-])([O-])=O.[Cs+].[Cs+].C(P(C(C)(C)C)C1C=CC=CC=1C1C(C(C)C)=CC(C(C)C)=CC=1C(C)C)(C)(C)C. Product: [C:17]([O:21][C:22](=[O:31])[NH:23][C@@H:24]([CH2:27][CH:28]([CH3:29])[CH3:30])[CH2:25][O:26][C:2]1[CH:3]=[CH:4][C:5]2[C:15]3[C:10](=[CH:11][N:12]=[C:13]([CH3:16])[CH:14]=3)[CH2:9][O:8][C:6]=2[CH:7]=1)([CH3:20])([CH3:19])[CH3:18]. The catalyst class is: 164. (5) Reactant: C([O:4][CH2:5][CH:6]([O:12][N+:13]([O-:15])=[O:14])[CH2:7][O:8][N+:9]([O-:11])=[O:10])(=O)C.[OH-].[Na+]. Product: [N+:9]([O-:11])([O:8][CH2:7][CH:6]([O:12][N+:13]([O-:15])=[O:14])[CH2:5][OH:4])=[O:10]. The catalyst class is: 8. (6) Product: [CH2:1]([O:5][C:6]([C:8]1[N:9]=[C:10]([NH:20][C:21]2[CH:26]=[CH:25][CH:24]=[CH:23][CH:22]=2)[C:11]2[C:16]([C:17]=1[OH:18])=[CH:15][CH:14]=[CH:13][CH:12]=2)=[O:7])[CH2:2][CH2:3][CH3:4]. Reactant: [CH2:1]([O:5][C:6]([C:8]1[N:9]=[C:10](Br)[C:11]2[C:16]([C:17]=1[OH:18])=[CH:15][CH:14]=[CH:13][CH:12]=2)=[O:7])[CH2:2][CH2:3][CH3:4].[NH2:20][C:21]1[CH:26]=[CH:25][CH:24]=[CH:23][CH:22]=1. The catalyst class is: 25. (7) Reactant: Cl.[F:2][C:3]1([F:34])[O:7][C:6]2[CH:8]=[CH:9][C:10]([C:12]3([C:15]([NH:17][C:18]4[N:23]=[C:22]([C:24]5[CH:25]=[C:26]([CH:30]=[CH:31][CH:32]=5)[C:27]([OH:29])=[O:28])[C:21]([CH3:33])=[CH:20][CH:19]=4)=[O:16])[CH2:14][CH2:13]3)=[CH:11][C:5]=2[O:4]1. Product: [F:34][C:3]1([F:2])[O:7][C:6]2[CH:8]=[CH:9][C:10]([C:12]3([C:15]([NH:17][C:18]4[N:23]=[C:22]([C:24]5[CH:25]=[C:26]([CH:30]=[CH:31][CH:32]=5)[C:27]([OH:29])=[O:28])[C:21]([CH3:33])=[CH:20][CH:19]=4)=[O:16])[CH2:14][CH2:13]3)=[CH:11][C:5]=2[O:4]1. The catalyst class is: 6.